Dataset: Reaction yield outcomes from USPTO patents with 853,638 reactions. Task: Predict the reaction yield, written as a fraction of the theoretical maximum amount of product (1.0 means a 100% yield; for example, 0.34 means a 34% yield). (1) The reactants are [F:1][C:2]1[CH:7]=[CH:6][C:5]([F:8])=[CH:4][C:3]=1[C@H:9]1[CH2:13][CH2:12][CH2:11][N:10]1[C:14]1[CH:19]=[CH:18][N:17]2[N:20]=[CH:21][C:22](/[CH:23]=[CH:24]/[C:25]([N:27]3[CH2:33][CH2:32][CH2:31][N:30](C(OC(C)(C)C)=O)[CH2:29][CH2:28]3)=[O:26])=[C:16]2[N:15]=1.C(O)(C(F)(F)F)=O. The catalyst is C(Cl)Cl. The product is [N:27]1([C:25](=[O:26])/[CH:24]=[CH:23]/[C:22]2[CH:21]=[N:20][N:17]3[CH:18]=[CH:19][C:14]([N:10]4[CH2:11][CH2:12][CH2:13][C@@H:9]4[C:3]4[CH:4]=[C:5]([F:8])[CH:6]=[CH:7][C:2]=4[F:1])=[N:15][C:16]=23)[CH2:33][CH2:32][CH2:31][NH:30][CH2:29][CH2:28]1. The yield is 0.420. (2) The reactants are [C:1]([NH:4][C:5]1[CH:10]=[CH:9][C:8](/[CH:11]=[CH:12]/[C:13]([NH:15][C:16]2[CH:21]=[C:20]([C:22]#[CH:23])[CH:19]=[CH:18][C:17]=2[NH:24]C(=O)OC(C)(C)C)=[O:14])=[CH:7][CH:6]=1)(=[O:3])[CH3:2].OS(O)(=O)=O. The catalyst is O1CCOCC1. The product is [C:1]([NH:4][C:5]1[CH:6]=[CH:7][C:8](/[CH:11]=[CH:12]/[C:13]([NH:15][C:16]2[CH:21]=[C:20]([C:22]#[CH:23])[CH:19]=[CH:18][C:17]=2[NH2:24])=[O:14])=[CH:9][CH:10]=1)(=[O:3])[CH3:2]. The yield is 0.210. (3) The reactants are Cl.[CH3:2][C:3]1[C:9]([O:10][CH3:11])=[CH:8][CH:7]=[CH:6][C:4]=1[NH2:5].C(O)(=O)CC(O)=O.[Cl:19][C:20]1[CH:29]=[C:28]([Cl:30])C2C(=C(Cl)C(OC)=CC=2)N=1. No catalyst specified. The product is [Cl:19][C:20]1[CH:29]=[C:28]([Cl:30])[C:6]2[C:4](=[C:3]([CH3:2])[C:9]([O:10][CH3:11])=[CH:8][CH:7]=2)[N:5]=1. The yield is 0.430. (4) The reactants are [OH:1][CH:2]1[CH2:6][CH2:5][CH:4]([C:7]([O:9][CH3:10])=[O:8])[CH2:3]1.[Br:11][C:12]1[CH:13]=[CH:14][C:15](O)=[N:16][CH:17]=1.N(C(OC(C)C)=O)=NC(OC(C)C)=O. The catalyst is C1(C)C=CC=CC=1. The product is [Br:11][C:12]1[CH:13]=[CH:14][C:15]([O:1][CH:2]2[CH2:6][CH2:5][CH:4]([C:7]([O:9][CH3:10])=[O:8])[CH2:3]2)=[N:16][CH:17]=1. The yield is 0.510. (5) The reactants are [F:1][C:2]([F:19])([F:18])[C:3]1[CH:8]=[CH:7][C:6]([C:9]2[C:10]([C:15](Cl)=[O:16])=[CH:11][CH:12]=[CH:13][CH:14]=2)=[CH:5][CH:4]=1.[NH2:20][C:21]1[CH:22]=[C:23]([C:29]([O:31][CH2:32][CH3:33])=[O:30])[N:24]([CH:26]([CH3:28])[CH3:27])[CH:25]=1.C(N(CC)CC)C.ClCCl.C(O)C. The catalyst is O1CCCC1. The product is [F:1][C:2]([F:19])([F:18])[C:3]1[CH:8]=[CH:7][C:6]([C:9]2[C:10]([C:15]([NH:20][C:21]3[CH:22]=[C:23]([C:29]([O:31][CH2:32][CH3:33])=[O:30])[N:24]([CH:26]([CH3:28])[CH3:27])[CH:25]=3)=[O:16])=[CH:11][CH:12]=[CH:13][CH:14]=2)=[CH:5][CH:4]=1. The yield is 0.650. (6) The reactants are [C:1]([O:5][C:6]1[CH:28]=[CH:27][C:9]([O:10][CH2:11][CH2:12][N:13]2[C:21]3[CH:20]=[CH:19][N:18]=[C:17](Cl)[C:16]=3[CH:15]=[C:14]2[C:23]([O:25][CH3:26])=[O:24])=[CH:8][CH:7]=1)([CH3:4])([CH3:3])[CH3:2].[CH2:29]([O:31][C:32]1[CH:33]=[C:34](B(O)O)[CH:35]=[CH:36][CH:37]=1)[CH3:30].[F-].[K+]. The catalyst is O1CCOCC1.CC(C)([P](C(C)(C)C)([Pd][P](C(C)(C)C)(C(C)(C)C)C(C)(C)C)C(C)(C)C)C. The product is [C:1]([O:5][C:6]1[CH:28]=[CH:27][C:9]([O:10][CH2:11][CH2:12][N:13]2[C:21]3[CH:20]=[CH:19][N:18]=[C:17]([C:36]4[CH:35]=[CH:34][CH:33]=[C:32]([O:31][CH2:29][CH3:30])[CH:37]=4)[C:16]=3[CH:15]=[C:14]2[C:23]([O:25][CH3:26])=[O:24])=[CH:8][CH:7]=1)([CH3:4])([CH3:3])[CH3:2]. The yield is 0.770. (7) The reactants are FC(F)(F)C(O)=O.O.[Cl:9][CH2:10][C@@H:11]1[C:19]2[C:18]3[CH:20]=[CH:21][CH:22]=[CH:23][C:17]=3[C:16]([NH:24][C:25](=[O:38])[CH2:26][CH2:27][CH2:28][CH2:29][CH2:30][N:31]3[C:35](=[O:36])[CH:34]=[CH:33][C:32]3=[O:37])=[CH:15][C:14]=2[N:13](C(OC(C)(C)C)=O)[CH2:12]1.C([O-])(O)=O.[Na+]. The catalyst is C(Cl)Cl. The product is [Cl:9][CH2:10][C@@H:11]1[C:19]2[C:18]3[CH:20]=[CH:21][CH:22]=[CH:23][C:17]=3[C:16]([NH:24][C:25](=[O:38])[CH2:26][CH2:27][CH2:28][CH2:29][CH2:30][N:31]3[C:35](=[O:36])[CH:34]=[CH:33][C:32]3=[O:37])=[CH:15][C:14]=2[NH:13][CH2:12]1. The yield is 0.940.